From a dataset of Catalyst prediction with 721,799 reactions and 888 catalyst types from USPTO. Predict which catalyst facilitates the given reaction. (1) Reactant: [CH3:1][O:2][C:3]1[CH:4]=[C:5]([C:13]2[N:22]=[C:21]([C:23]([O:25]C)=[O:24])[C:20]3[C:15](=[CH:16][CH:17]=[CH:18][CH:19]=3)[N:14]=2)[CH:6]=[C:7]([O:11][CH3:12])[C:8]=1[O:9][CH3:10].[OH-].[Na+].Cl. Product: [CH3:12][O:11][C:7]1[CH:6]=[C:5]([C:13]2[N:22]=[C:21]([C:23]([OH:25])=[O:24])[C:20]3[C:15](=[CH:16][CH:17]=[CH:18][CH:19]=3)[N:14]=2)[CH:4]=[C:3]([O:2][CH3:1])[C:8]=1[O:9][CH3:10]. The catalyst class is: 5. (2) Reactant: [C:1]([C:3](=[CH:9][CH:10]([CH3:12])[CH3:11])[CH2:4][C:5]([O:7][CH3:8])=[O:6])#[N:2].[H][H]. Product: [C:1]([CH:3]([CH2:9][CH:10]([CH3:12])[CH3:11])[CH2:4][C:5]([O:7][CH3:8])=[O:6])#[N:2]. The catalyst class is: 5. (3) Reactant: N1C(C)=CC=CC=1C.[Cl:9][C:10]1[S:11][C:12]([C:18]([O:20][CH2:21][CH3:22])=[O:19])=[C:13]([C:15](Cl)=[O:16])[N:14]=1.[CH3:23][O:24][CH2:25][CH2:26][NH2:27]. Product: [Cl:9][C:10]1[S:11][C:12]([C:18]([O:20][CH2:21][CH3:22])=[O:19])=[C:13]([C:15]([NH:27][CH2:26][CH2:25][O:24][CH3:23])=[O:16])[N:14]=1. The catalyst class is: 2. (4) Reactant: [H-].[H-].[H-].[H-].[Li+].[Al+3].OS(O)(=O)=O.[I:12][C:13]1[CH:18]=[CH:17][C:16]([C:19]2([C:31]#[N:32])[CH2:24][CH2:23][N:22]([CH2:25][CH2:26][C:27]([F:30])([F:29])[F:28])[CH2:21][CH2:20]2)=[CH:15][CH:14]=1. The catalyst class is: 1. Product: [I:12][C:13]1[CH:14]=[CH:15][C:16]([C:19]2([CH2:31][NH2:32])[CH2:24][CH2:23][N:22]([CH2:25][CH2:26][C:27]([F:28])([F:29])[F:30])[CH2:21][CH2:20]2)=[CH:17][CH:18]=1. (5) Reactant: [CH3:1][C:2]1[N:3]2[C:7]([CH:8]=[CH:9][CH:10]=1)=[CH:6][C:5]([C:11]1[CH:16]=[CH:15][C:14]([OH:17])=[CH:13][CH:12]=1)=[CH:4]2.C[O-].[Na+].[Cl-]. Product: [CH3:1][C:2]1[N:3]2[C:7]([CH:8]=[CH:9][CH:10]=1)=[CH:6][C:5]([C:11]1[CH:16]=[CH:15][C:14]([O:17][CH2:6][CH2:5][CH2:4][N:3]3[CH2:7][CH2:8][CH2:9][CH2:10][CH2:2]3)=[CH:13][CH:12]=1)=[CH:4]2. The catalyst class is: 9. (6) The catalyst class is: 11. Reactant: [C:1]([C:4]1[CH:9]=[CH:8][CH:7]=[C:6]([C:10](=O)[CH3:11])[N:5]=1)(=[O:3])[CH3:2].[NH2:13][C:14]1[C:23]2[C:18](=[CH:19][CH:20]=[CH:21][CH:22]=2)[CH:17]=[CH:16][CH:15]=1. Product: [C:14]1([N:13]=[C:10]([C:6]2[CH:7]=[CH:8][CH:9]=[C:4]([C:1](=[O:3])[CH3:2])[N:5]=2)[CH3:11])[C:23]2[C:18](=[CH:19][CH:20]=[CH:21][CH:22]=2)[CH:17]=[CH:16][CH:15]=1. (7) Reactant: [CH3:1][O:2][C:3]1[CH:4]=[C:5]2[C:9](=[CH:10][CH:11]=1)[NH:8][C:7]([C:12]1[C:13]([CH3:22])=[N:14][N:15]([CH2:18][CH2:19][O:20][CH3:21])[C:16]=1[CH3:17])=[C:6]2[CH:23]=O.[CH3:25][NH:26][C:27]([NH:29][C:30]1[CH:31]=[CH:32][C:33]2[O:37][CH2:36][C:35](=[O:38])[C:34]=2[CH:39]=1)=[O:28].C([O-])([O-])=O.[Na+].[Na+]. Product: [CH3:1][O:2][C:3]1[CH:4]=[C:5]2[C:9](=[CH:10][CH:11]=1)[NH:8][C:7]([C:12]1[C:13]([CH3:22])=[N:14][N:15]([CH2:18][CH2:19][O:20][CH3:21])[C:16]=1[CH3:17])=[C:6]2/[CH:23]=[C:36]1\[O:37][C:33]2[CH:32]=[CH:31][C:30]([NH:29][C:27]([NH:26][CH3:25])=[O:28])=[CH:39][C:34]=2[C:35]\1=[O:38]. The catalyst class is: 422. (8) Reactant: [CH3:1][C@@H:2]1[CH2:7][CH2:6][CH2:5][CH2:4][C@@H:3]1[N:8]1[C:12]2=[C:13]3[CH:19]=[CH:18][NH:17][C:14]3=[N:15][CH:16]=[C:11]2[NH:10][C:9]1=[O:20].[CH3:21][N+:22]([CH3:24])=[CH2:23].[I-]. Product: [CH3:21][N:22]([CH2:24][C:19]1[C:13]2[C:14](=[N:15][CH:16]=[C:11]3[NH:10][C:9](=[O:20])[N:8]([C@H:3]4[CH2:4][CH2:5][CH2:6][CH2:7][C@H:2]4[CH3:1])[C:12]3=2)[NH:17][CH:18]=1)[CH3:23]. The catalyst class is: 508.